This data is from Reaction yield outcomes from USPTO patents with 853,638 reactions. The task is: Predict the reaction yield, written as a fraction of the theoretical maximum amount of product (1.0 means a 100% yield; for example, 0.34 means a 34% yield). (1) The reactants are [CH2:1]([O:8][C:9](=[O:36])[NH:10][C:11]([C:13]1[CH:18]=[CH:17][C:16]([CH2:19][NH:20][C:21](=[O:35])[CH:22]([C:26]2[C:31]([F:32])=[CH:30][C:29]([OH:33])=[CH:28][C:27]=2[F:34])[O:23][CH2:24][CH3:25])=[CH:15][CH:14]=1)=[NH:12])[C:2]1[CH:7]=[CH:6][CH:5]=[CH:4][CH:3]=1.O[CH2:38][CH2:39][N:40]1[CH2:45][CH2:44][O:43][CH2:42][CH2:41]1.C1(P(C2C=CC=CC=2)C2C=CC=CC=2)C=CC=CC=1.N(C(OC(C)(C)C)=O)=NC(OC(C)(C)C)=O. The catalyst is C(Cl)Cl. The product is [CH2:1]([O:8][C:9](=[O:36])[NH:10][C:11]([C:13]1[CH:18]=[CH:17][C:16]([CH2:19][NH:20][C:21](=[O:35])[CH:22]([C:26]2[C:31]([F:32])=[CH:30][C:29]([O:33][CH2:38][CH2:39][N:40]3[CH2:45][CH2:44][O:43][CH2:42][CH2:41]3)=[CH:28][C:27]=2[F:34])[O:23][CH2:24][CH3:25])=[CH:15][CH:14]=1)=[NH:12])[C:2]1[CH:3]=[CH:4][CH:5]=[CH:6][CH:7]=1. The yield is 0.230. (2) The catalyst is C1COCC1.O. The yield is 0.640. The product is [Br:8][C:5]1[CH:6]=[CH:7][C:2]([C:17]([CH:19]2[CH2:23][CH2:22][N:21]([C:24]3[N:25]=[CH:26][CH:27]=[CH:28][N:29]=3)[CH2:20]2)=[O:18])=[CH:3][CH:4]=1. The reactants are Br[C:2]1[CH:7]=[CH:6][C:5]([Br:8])=[CH:4][CH:3]=1.[Li]CCCC.CON(C)[C:17]([CH:19]1[CH2:23][CH2:22][N:21]([C:24]2[N:29]=[CH:28][CH:27]=[CH:26][N:25]=2)[CH2:20]1)=[O:18].CCOC(C)=O. (3) The reactants are [CH:1]1[C:11]2[CH2:10][CH2:9][C:8]3[CH:12]=[CH:13][CH:14]=[CH:15][C:7]=3[N:6]([CH2:16][CH2:17][CH:18]=O)[C:5]=2[CH:4]=[CH:3][CH:2]=1.[C:20]([CH2:22][CH2:23][CH2:24][N:25]1[CH2:30][CH2:29][NH:28][CH2:27][CH2:26]1)#[N:21]. The catalyst is C(Cl)Cl. The product is [CH:1]1[C:11]2[CH2:10][CH2:9][C:8]3[CH:12]=[CH:13][CH:14]=[CH:15][C:7]=3[N:6]([CH2:16][CH2:17][CH2:18][N:28]3[CH2:29][CH2:30][N:25]([CH2:24][CH2:23][CH2:22][C:20]#[N:21])[CH2:26][CH2:27]3)[C:5]=2[CH:4]=[CH:3][CH:2]=1. The yield is 0.680. (4) The reactants are [Br:1][C:2]1[CH:7]=[CH:6][C:5]([C@@H:8]([NH:10][CH2:11][C:12]([C:17]2[CH:22]=[CH:21][C:20]([F:23])=[CH:19][CH:18]=2)([OH:16])[CH2:13][CH:14]=[CH2:15])[CH3:9])=[CH:4][CH:3]=1.CCN(CC)CC.Cl[C:32](Cl)([O:34]C(=O)OC(Cl)(Cl)Cl)Cl. The catalyst is C(Cl)Cl. The product is [CH2:13]([C:12]1([C:17]2[CH:18]=[CH:19][C:20]([F:23])=[CH:21][CH:22]=2)[O:16][C:32](=[O:34])[N:10]([C@H:8]([C:5]2[CH:4]=[CH:3][C:2]([Br:1])=[CH:7][CH:6]=2)[CH3:9])[CH2:11]1)[CH:14]=[CH2:15]. The yield is 0.330. (5) The reactants are [C@H:1]12[CH2:25][C@H:4]([N:5]([C:7]3[N:12]=[C:11](Cl)[N:10]=[C:9]([C:14]4[CH:15]=[C:16]([O:21][CH:22]([F:24])[F:23])[C:17]([NH2:20])=[N:18][CH:19]=4)[CH:8]=3)[CH2:6]1)[CH2:3][O:2]2.[CH2:26]([O:28]/[CH:29]=[CH:30]/B1OC(C)(C)C(C)(C)O1)[CH3:27].C(=O)([O-])[O-].[Cs+].[Cs+]. The catalyst is [Pd](Cl)Cl.C1(P(C2C=CC=CC=2)[C-]2C=CC=C2)C=CC=CC=1.[C-]1(P(C2C=CC=CC=2)C2C=CC=CC=2)C=CC=C1.[Fe+2].O1CCOCC1.O. The product is [C@H:1]12[CH2:25][C@H:4]([N:5]([C:7]3[N:12]=[C:11](/[CH:27]=[CH:26]/[O:28][CH2:29][CH3:30])[N:10]=[C:9]([C:14]4[CH:15]=[C:16]([O:21][CH:22]([F:24])[F:23])[C:17]([NH2:20])=[N:18][CH:19]=4)[CH:8]=3)[CH2:6]1)[CH2:3][O:2]2. The yield is 0.948. (6) The reactants are Cl.Cl.C(O[C:6]([C:8]1[CH:9]=[C:10]2[C:14](=[CH:15][CH:16]=1)[NH:13][N:12]=[C:11]2[C:17]1[CH:26]=[CH:25][C:24]2[C:19](=[CH:20][CH:21]=[C:22]([C:27](=[O:31])[NH:28][CH2:29][CH3:30])[CH:23]=2)[CH:18]=1)=[NH:7])C.[N:32]1([CH2:37][C:38]([NH:40][NH2:41])=O)[CH2:36][CH2:35][CH2:34][CH2:33]1.C(N(CC)CC)C. The catalyst is CO. The product is [CH2:29]([NH:28][C:27]([C:22]1[CH:21]=[CH:20][C:19]2[C:24](=[CH:25][CH:26]=[C:17]([C:11]3[C:10]4[C:14](=[CH:15][CH:16]=[C:8]([C:6]5[NH:41][N:40]=[C:38]([CH2:37][N:32]6[CH2:36][CH2:35][CH2:34][CH2:33]6)[N:7]=5)[CH:9]=4)[NH:13][N:12]=3)[CH:18]=2)[CH:23]=1)=[O:31])[CH3:30]. The yield is 0.180.